Dataset: Forward reaction prediction with 1.9M reactions from USPTO patents (1976-2016). Task: Predict the product of the given reaction. The product is: [Cl:1][N:2]([C:10]1[C:19]2[C:14](=[CH:15][C:16]([O:22][CH2:24][CH2:25][CH2:26][O:27][CH:28]3[CH2:33][CH2:32][CH2:31][CH2:30][O:29]3)=[C:17]([O:20][CH3:21])[CH:18]=2)[N:13]=[CH:12][N:11]=1)[C:3]1[CH:8]=[CH:7][CH:6]=[CH:5][C:4]=1[F:9]. Given the reactants [Cl:1][N:2]([C:10]1[C:19]2[C:14](=[CH:15][C:16]([OH:22])=[C:17]([O:20][CH3:21])[CH:18]=2)[N:13]=[CH:12][N:11]=1)[C:3]1[CH:8]=[CH:7][CH:6]=[CH:5][C:4]=1[F:9].Br[CH2:24][CH2:25][CH2:26][O:27][CH:28]1[CH2:33][CH2:32][CH2:31][CH2:30][O:29]1.C(=O)([O-])[O-].[K+].[K+], predict the reaction product.